Dataset: Forward reaction prediction with 1.9M reactions from USPTO patents (1976-2016). Task: Predict the product of the given reaction. (1) Given the reactants O1C=CC=C1P(C1OC=CC=1)C1OC=CC=1.[C:17]([C:21]1[CH:22]=[C:23]([C:44]2[C:45]([O:51][CH3:52])=[N:46][CH:47]=[C:48]([F:50])[CH:49]=2)[CH:24]=[C:25](/[CH:29]=[CH:30]/[Sn](CCCC)(CCCC)CCCC)[C:26]=1[O:27][CH3:28])([CH3:20])([CH3:19])[CH3:18].I[C:54]1[CH:59]=[CH:58][C:57]([NH2:60])=[CH:56][N:55]=1.[Cl-].[Li+], predict the reaction product. The product is: [C:17]([C:21]1[C:26]([O:27][CH3:28])=[C:25](/[CH:29]=[CH:30]/[C:54]2[N:55]=[CH:56][C:57]([NH2:60])=[CH:58][CH:59]=2)[CH:24]=[C:23]([C:44]2[C:45]([O:51][CH3:52])=[N:46][CH:47]=[C:48]([F:50])[CH:49]=2)[CH:22]=1)([CH3:20])([CH3:18])[CH3:19]. (2) Given the reactants [CH3:1][O:2][C:3]1[CH:11]=[C:10]2[C:6]([CH2:7][CH:8]([CH2:13][C:14]3[CH:15]=[N:16][CH:17]=[CH:18][CH:19]=3)[C:9]2=[O:12])=[CH:5][C:4]=1[N:20]1[CH2:25][CH2:24][N:23]([CH3:26])[CH2:22][CH2:21]1.CC1C=CC(S(O)(=O)=O)=CC=1.[F:38][C:39]([F:47])([F:46])[C:40]([C:42]([F:45])([F:44])[F:43])=[O:41], predict the reaction product. The product is: [F:38][C:39]([F:47])([F:46])[C:40]([C:18]1[CH:19]=[C:14]([CH2:13][CH:8]2[CH2:7][C:6]3[C:10](=[CH:11][C:3]([O:2][CH3:1])=[C:4]([N:20]4[CH2:21][CH2:22][N:23]([CH3:26])[CH2:24][CH2:25]4)[CH:5]=3)[C:9]2=[O:12])[CH:15]=[N:16][CH:17]=1)([OH:41])[C:42]([F:45])([F:44])[F:43]. (3) The product is: [Cl:1][C:2]1[CH:29]=[C:28]([N:30]([CH3:31])[C:38](=[O:43])[C:39]([CH3:42])([CH3:41])[CH3:40])[CH:27]=[CH:26][C:3]=1[CH2:4][N:5]1[C:9]2=[N:10][C:11]([C:14](=[O:24])[NH:15][S:16]([CH2:19][CH2:20][CH2:21][CH2:22][CH3:23])(=[O:18])=[O:17])=[CH:12][CH:13]=[C:8]2[N:7]=[C:6]1[CH3:25]. Given the reactants [Cl:1][C:2]1[CH:29]=[C:28]([NH:30][CH3:31])[CH:27]=[CH:26][C:3]=1[CH2:4][N:5]1[C:9]2=[N:10][C:11]([C:14](=[O:24])[NH:15][S:16]([CH2:19][CH2:20][CH2:21][CH2:22][CH3:23])(=[O:18])=[O:17])=[CH:12][CH:13]=[C:8]2[N:7]=[C:6]1[CH3:25].N1C=CC=CC=1.[C:38](Cl)(=[O:43])[C:39]([CH3:42])([CH3:41])[CH3:40], predict the reaction product. (4) Given the reactants [Si]([O:8][CH:9]1[CH2:14][CH2:13][N:12]([C:15]2[N:20]=[CH:19][C:18]([C:21]3[CH:26]=[CH:25][C:24]([C:27]([O:29][CH3:30])=[O:28])=[CH:23][N:22]=3)=[CH:17][CH:16]=2)[CH2:11][CH2:10]1)(C(C)(C)C)(C)C.CCCC[N+](CCCC)(CCCC)CCCC.[F-], predict the reaction product. The product is: [OH:8][CH:9]1[CH2:10][CH2:11][N:12]([C:15]2[N:20]=[CH:19][C:18]([C:21]3[CH:26]=[CH:25][C:24]([C:27]([O:29][CH3:30])=[O:28])=[CH:23][N:22]=3)=[CH:17][CH:16]=2)[CH2:13][CH2:14]1. (5) Given the reactants [F:1][C:2]1[CH:35]=[C:34]([F:36])[CH:33]=[CH:32][C:3]=1[CH2:4][C:5]1[C:6]([C:27]([O:29][CH2:30][CH3:31])=[O:28])=[C:7]([C:18]2[CH:26]=[CH:25][C:21]([C:22]([OH:24])=O)=[CH:20][CH:19]=2)[C:8]2[C:15](=[O:16])[N:14]3[C@@H:10]([CH2:11][CH2:12][CH2:13]3)[C:9]=2[N:17]=1.[CH:37]1[CH:41]=[C:40]([CH2:42][NH2:43])[O:39][CH:38]=1.C(Cl)CCl, predict the reaction product. The product is: [F:1][C:2]1[CH:35]=[C:34]([F:36])[CH:33]=[CH:32][C:3]=1[CH2:4][C:5]1[C:6]([C:27]([O:29][CH2:30][CH3:31])=[O:28])=[C:7]([C:18]2[CH:26]=[CH:25][C:21]([C:22]([NH:43][CH2:42][C:40]3[O:39][CH:38]=[CH:37][CH:41]=3)=[O:24])=[CH:20][CH:19]=2)[C:8]2[C:15](=[O:16])[N:14]3[C@@H:10]([CH2:11][CH2:12][CH2:13]3)[C:9]=2[N:17]=1.